From a dataset of Forward reaction prediction with 1.9M reactions from USPTO patents (1976-2016). Predict the product of the given reaction. (1) Given the reactants [C:1]([Si:5]([CH3:20])([CH3:19])[O:6][CH2:7][CH2:8][CH2:9][C:10]1[NH:18][C:17]2[C:12](=[N:13][CH:14]=[CH:15][CH:16]=2)[CH:11]=1)([CH3:4])([CH3:3])[CH3:2].[H-].[Na+].Br[CH2:24][C:25]([O:27][C:28]([CH3:31])([CH3:30])[CH3:29])=[O:26], predict the reaction product. The product is: [C:28]([O:27][C:25](=[O:26])[CH2:24][N:18]1[C:17]2[C:12](=[N:13][CH:14]=[CH:15][CH:16]=2)[CH:11]=[C:10]1[CH2:9][CH2:8][CH2:7][O:6][Si:5]([C:1]([CH3:3])([CH3:2])[CH3:4])([CH3:20])[CH3:19])([CH3:31])([CH3:30])[CH3:29]. (2) Given the reactants [Br:1][C:2]1[CH:10]=[CH:9][C:5]([C:6]([OH:8])=O)=[CH:4][C:3]=1[F:11].[NH:12]1[CH2:17][CH2:16][O:15][CH2:14][CH2:13]1.C(N1CCOCC1)C.C1C=CC2N(O)N=NC=2C=1.C(Cl)CCl, predict the reaction product. The product is: [Br:1][C:2]1[CH:10]=[CH:9][C:5]([C:6]([N:12]2[CH2:17][CH2:16][O:15][CH2:14][CH2:13]2)=[O:8])=[CH:4][C:3]=1[F:11]. (3) Given the reactants [CH3:1][O:2][C:3]1[C:4]([O:16][CH2:17][CH2:18][CH2:19][Cl:20])=[CH:5][C:6]([N+:13]([O-])=O)=[C:7]([CH:12]=1)[C:8]([O:10][CH3:11])=[O:9].[H][H], predict the reaction product. The product is: [CH3:1][O:2][C:3]1[CH:12]=[C:7]([C:8]([O:10][CH3:11])=[O:9])[C:6]([NH2:13])=[CH:5][C:4]=1[O:16][CH2:17][CH2:18][CH2:19][Cl:20]. (4) Given the reactants C(N([CH2:6][C:7]1[CH:35]=[CH:34][C:10]2[C:11](=[O:33])[N:12]([C:14]([C:27]3[CH:32]=[CH:31][CH:30]=[CH:29][CH:28]=3)([C:21]3[CH:26]=[CH:25][CH:24]=[CH:23][CH:22]=3)[C:15]3[CH:20]=[CH:19][CH:18]=[CH:17][CH:16]=3)[O:13][C:9]=2[CH:8]=1)CC)C.C([Cl:41])(=O)OCC.C(Cl)Cl, predict the reaction product. The product is: [Cl:41][CH2:6][C:7]1[CH:35]=[CH:34][C:10]2[C:11](=[O:33])[N:12]([C:14]([C:27]3[CH:32]=[CH:31][CH:30]=[CH:29][CH:28]=3)([C:21]3[CH:26]=[CH:25][CH:24]=[CH:23][CH:22]=3)[C:15]3[CH:20]=[CH:19][CH:18]=[CH:17][CH:16]=3)[O:13][C:9]=2[CH:8]=1. (5) Given the reactants C[N:2]([C@@H:10]1[C:18]2[C:13](=CC=CC=2)C[C@@H]1OC1CCCCO1)[C:3](=[O:9])[O:4][C:5]([CH3:8])([CH3:7])[CH3:6].[C:26]1([CH3:36])[CH:31]=[CH:30][C:29](S(O)(=O)=O)=[CH:28][CH:27]=1.C([O-])(O)=[O:38].[Na+].O, predict the reaction product. The product is: [C:5]([O:4][C:3](=[O:9])[NH:2][CH2:10][C@H:18]1[C:31]2[C:26](=[CH:27][CH:28]=[CH:29][CH:30]=2)[CH2:36][C@@H:13]1[OH:38])([CH3:6])([CH3:7])[CH3:8]. (6) Given the reactants [ClH:1].[O:2]=[C:3]([NH:16][S:17]([C:20]1[CH:25]=[CH:24][CH:23]=[CH:22][CH:21]=1)(=[O:19])=[O:18])[C@@H:4]([NH:8]C(=O)OC(C)(C)C)[CH2:5][C:6]#[CH:7], predict the reaction product. The product is: [ClH:1].[NH2:8][C@@H:4]([CH2:5][C:6]#[CH:7])[C:3]([NH:16][S:17]([C:20]1[CH:25]=[CH:24][CH:23]=[CH:22][CH:21]=1)(=[O:19])=[O:18])=[O:2]. (7) Given the reactants C(N(CC)CC)C.Cl.[Cl:9][C:10]1[CH:15]=[C:14]([F:16])[CH:13]=[CH:12][C:11]=1[NH:17][NH2:18].[C:19](O[C:19]([O:21][C:22]([CH3:25])([CH3:24])[CH3:23])=[O:20])([O:21][C:22]([CH3:25])([CH3:24])[CH3:23])=[O:20], predict the reaction product. The product is: [C:22]([O:21][C:19]([NH:18][NH:17][C:11]1[CH:12]=[CH:13][C:14]([F:16])=[CH:15][C:10]=1[Cl:9])=[O:20])([CH3:25])([CH3:24])[CH3:23]. (8) Given the reactants C([OH:19])CCCCCCCCCCCCCCCCC.[C:20]([O:39][CH2:40]C(CO)O)(=[O:38])[CH2:21][CH2:22][CH2:23][CH2:24][CH2:25][CH2:26]CCCCCCCCCCC.C(O)C(O)C.C(O)C, predict the reaction product. The product is: [C:20]([O:39][CH3:40])(=[O:38])[C:21]1[C:22](=[CH:23][CH:24]=[CH:25][CH:26]=1)[OH:19].